This data is from Full USPTO retrosynthesis dataset with 1.9M reactions from patents (1976-2016). The task is: Predict the reactants needed to synthesize the given product. (1) Given the product [C:1]([N:4]1[CH2:5][CH2:6][N:7]([C:10]2[N:15]=[C:14]([NH:16][C:20]3[S:21][C:22]([C:25]#[N:26])=[CH:23][N:24]=3)[CH:13]=[CH:12][N:11]=2)[CH2:8][CH2:9]1)(=[O:3])[CH3:2], predict the reactants needed to synthesize it. The reactants are: [C:1]([N:4]1[CH2:9][CH2:8][N:7]([C:10]2[N:15]=[C:14]([NH2:16])[CH:13]=[CH:12][N:11]=2)[CH2:6][CH2:5]1)(=[O:3])[CH3:2].[H-].[Na+].Cl[C:20]1[S:21][C:22]([C:25]#[N:26])=[CH:23][N:24]=1. (2) Given the product [NH2:1][C:2]1[C:3]2[C:13]([O:14][CH2:15][CH:16]3[CH2:17][CH2:18][CH2:19][CH2:20]3)=[CH:12][C:11]([CH2:21][CH2:22][NH:23][C:36]([NH2:35])=[O:37])=[CH:10][C:4]=2[S:5][C:6]=1[C:7]([NH2:9])=[O:8], predict the reactants needed to synthesize it. The reactants are: [NH2:1][C:2]1[C:3]2[C:13]([O:14][CH2:15][CH:16]3[CH2:20][CH2:19][CH2:18][CH2:17]3)=[CH:12][C:11]([CH2:21][CH2:22][NH2:23])=[CH:10][C:4]=2[S:5][C:6]=1[C:7]([NH2:9])=[O:8].C(N(CC)CC)C.[Si]([N:35]=[C:36]=[O:37])(C)(C)C. (3) Given the product [O:42]1[C:46]2[CH:47]=[CH:48][C:49]([O:51][CH2:2][C:3]3[CH:8]=[CH:7][C:6]([CH:9]4[CH2:14][CH2:13][N:12]([C:15]([O:17][CH2:18][C:19]5[CH:24]=[CH:23][CH:22]=[CH:21][CH:20]=5)=[O:16])[CH2:11][CH:10]4[O:25][CH2:26][C:27]4[CH:28]=[CH:29][C:30]5[O:35][CH2:34][CH2:33][N:32]([CH2:36][CH2:37][CH2:38][O:39][CH3:40])[C:31]=5[CH:41]=4)=[CH:5][CH:4]=3)=[CH:50][C:45]=2[O:44][CH2:43]1, predict the reactants needed to synthesize it. The reactants are: Cl[CH2:2][C:3]1[CH:8]=[CH:7][C:6]([CH:9]2[CH2:14][CH2:13][N:12]([C:15]([O:17][CH2:18][C:19]3[CH:24]=[CH:23][CH:22]=[CH:21][CH:20]=3)=[O:16])[CH2:11][CH:10]2[O:25][CH2:26][C:27]2[CH:28]=[CH:29][C:30]3[O:35][CH2:34][CH2:33][N:32]([CH2:36][CH2:37][CH2:38][O:39][CH3:40])[C:31]=3[CH:41]=2)=[CH:5][CH:4]=1.[O:42]1[C:46]2[CH:47]=[CH:48][C:49]([OH:51])=[CH:50][C:45]=2[O:44][CH2:43]1. (4) Given the product [CH3:1][Si:2]([CH3:20])([CH3:19])[CH2:3][CH2:4][O:5][CH2:6][N:7]1[C:11]([C:12]([OH:14])=[O:13])=[CH:10][C:9]2[S:16][CH:17]=[CH:18][C:8]1=2, predict the reactants needed to synthesize it. The reactants are: [CH3:1][Si:2]([CH3:20])([CH3:19])[CH2:3][CH2:4][O:5][CH2:6][N:7]1[C:11]([C:12]([O:14]C)=[O:13])=[CH:10][C:9]2[S:16][CH:17]=[CH:18][C:8]1=2.[Li+].[OH-].